This data is from Reaction yield outcomes from USPTO patents with 853,638 reactions. The task is: Predict the reaction yield, written as a fraction of the theoretical maximum amount of product (1.0 means a 100% yield; for example, 0.34 means a 34% yield). (1) The reactants are [F-].C([N+](CCCC)(CCCC)CCCC)CCC.[Cl:19][C:20]1[CH:42]=[C:41]([C:43]([NH:45][CH2:46][C:47]2[CH:52]=[CH:51][CH:50]=[C:49]([O:53][Si](C(C)(C)C)(C)C)[CH:48]=2)=[O:44])[CH:40]=[C:39]([CH3:61])[C:21]=1[C:22]([NH:24][C@H:25]([C:35]([O:37][CH3:38])=[O:36])[CH2:26][NH:27][C:28]([O:30][C:31]([CH3:34])([CH3:33])[CH3:32])=[O:29])=[O:23]. The catalyst is O1CCCC1.C(OCC)(=O)C. The product is [Cl:19][C:20]1[CH:42]=[C:41]([C:43]([NH:45][CH2:46][C:47]2[CH:52]=[CH:51][CH:50]=[C:49]([OH:53])[CH:48]=2)=[O:44])[CH:40]=[C:39]([CH3:61])[C:21]=1[C:22]([NH:24][C@H:25]([C:35]([O:37][CH3:38])=[O:36])[CH2:26][NH:27][C:28]([O:30][C:31]([CH3:32])([CH3:34])[CH3:33])=[O:29])=[O:23]. The yield is 0.970. (2) The reactants are [OH:1][C:2]1[CH:3]=[C:4]([CH:9]=[C:10]([OH:12])[CH:11]=1)[C:5]([O:7][CH3:8])=[O:6].[H-].[Na+].[CH3:15][C:16]1[CH:23]=[CH:22][CH:21]=[CH:20][C:17]=1[CH2:18]Br. The catalyst is CN(C=O)C. The product is [CH3:8][O:7][C:5](=[O:6])[C:4]1[CH:3]=[C:2]([O:1][CH2:15][C:16]2[CH:23]=[CH:22][CH:21]=[CH:20][C:17]=2[CH3:18])[CH:11]=[C:10]([OH:12])[CH:9]=1. The yield is 0.270. (3) The reactants are [ClH:1].[CH2:2]([N:4]1[C:9]([CH3:10])=[CH:8][C:7](=[O:11])[C:6]([O:12]CC2C=CC=CC=2)=[C:5]1[CH2:20][O:21]C)[CH3:3]. The catalyst is Cl. The product is [ClH:1].[CH2:2]([N:4]1[C:9]([CH3:10])=[CH:8][C:7](=[O:11])[C:6]([OH:12])=[C:5]1[CH2:20][OH:21])[CH3:3]. The yield is 0.800. (4) The reactants are [Si:1]([O:8][C@H:9]([C@H:11]([N:17]1[CH:25]=[N:24][C:23]2[C:18]1=[N:19][CH:20]=[N:21][C:22]=2Cl)[CH2:12][CH2:13][CH2:14][CH2:15][CH3:16])[CH3:10])([C:4]([CH3:7])([CH3:6])[CH3:5])([CH3:3])[CH3:2].[NH3:27]. The catalyst is CO.ClCCl. The product is [Si:1]([O:8][C@H:9]([C@H:11]([N:17]1[CH:25]=[N:24][C:23]2[C:18]1=[N:19][CH:20]=[N:21][C:22]=2[NH2:27])[CH2:12][CH2:13][CH2:14][CH2:15][CH3:16])[CH3:10])([C:4]([CH3:7])([CH3:6])[CH3:5])([CH3:3])[CH3:2]. The yield is 0.640. (5) The reactants are [F:1][C:2]1[CH:7]=[C:6](I)[CH:5]=[CH:4][C:3]=1[N:9]1[CH:14]=[C:13]([O:15][CH3:16])[C:12](=[O:17])[C:11]([C:18]2[N:22]([C:23]3[CH:28]=[CH:27][CH:26]=[CH:25][CH:24]=3)[N:21]=[CH:20][CH:19]=2)=[N:10]1.[NH:29]1[CH2:32][CH2:31][C:30]1=[O:33].[O-]P([O-])([O-])=O.[K+].[K+].[K+].N[C@@H]1CCCC[C@H]1N. The product is [F:1][C:2]1[CH:7]=[C:6]([N:29]2[CH2:32][CH2:31][C:30]2=[O:33])[CH:5]=[CH:4][C:3]=1[N:9]1[CH:14]=[C:13]([O:15][CH3:16])[C:12](=[O:17])[C:11]([C:18]2[N:22]([C:23]3[CH:28]=[CH:27][CH:26]=[CH:25][CH:24]=3)[N:21]=[CH:20][CH:19]=2)=[N:10]1. The yield is 0.440. The catalyst is O1CCOCC1.C([O-])(O)=O.[Na+].[Cu]I. (6) The reactants are [NH2:1][C@@H:2]([C:13]([O:15][CH2:16][CH3:17])=[O:14])[CH2:3][C:4]1[C:12]2[C:7](=[CH:8][CH:9]=[CH:10][CH:11]=2)[NH:6][CH:5]=1.Cl.[NH:19]([C:31]([O:33][CH2:34][C:35]1[CH:40]=[CH:39][CH:38]=[CH:37][CH:36]=1)=[O:32])[C@@H:20]([C:26]([O:28][CH2:29][CH3:30])=[O:27])[CH2:21][CH2:22][C:23](=O)[OH:24].C1C=C2N=NN(O)C2=CC=1.O.CCN=C=NCCCN(C)C.Cl.CCN(C(C)C)C(C)C. The catalyst is ClCCl. The product is [NH:19]([C:31]([O:33][CH2:34][C:35]1[CH:36]=[CH:37][CH:38]=[CH:39][CH:40]=1)=[O:32])[C@@H:20]([C:26]([O:28][CH2:29][CH3:30])=[O:27])[CH2:21][CH2:22][C:23]([NH:1][C@@H:2]([C:13]([O:15][CH2:16][CH3:17])=[O:14])[CH2:3][C:4]1[C:12]2[C:7](=[CH:8][CH:9]=[CH:10][CH:11]=2)[NH:6][CH:5]=1)=[O:24]. The yield is 0.640.